Dataset: Full USPTO retrosynthesis dataset with 1.9M reactions from patents (1976-2016). Task: Predict the reactants needed to synthesize the given product. (1) Given the product [CH3:1][C@H:2]([N:9]1[CH2:13][CH2:12][C:11]([CH2:14][CH2:15][N:48]2[CH2:49][CH2:50][CH2:51][N:45]([C:37]3[N:36]([CH2:35][CH2:34][O:33][CH2:31][CH3:32])[C:40]4[CH:41]=[CH:42][CH:43]=[CH:44][C:39]=4[N:38]=3)[CH2:46][CH2:47]2)([CH2:21][C:22]2[CH:23]=[CH:24][C:25]([F:28])=[CH:26][CH:27]=2)[C:10]1=[O:29])[C:3]1[CH:8]=[CH:7][CH:6]=[CH:5][CH:4]=1, predict the reactants needed to synthesize it. The reactants are: [CH3:1][C@H:2]([N:9]1[CH2:13][CH2:12][C:11]([CH2:21][C:22]2[CH:27]=[CH:26][C:25]([F:28])=[CH:24][CH:23]=2)([CH2:14][CH2:15]OS(C)(=O)=O)[C:10]1=[O:29])[C:3]1[CH:8]=[CH:7][CH:6]=[CH:5][CH:4]=1.I.[CH2:31]([O:33][CH2:34][CH2:35][N:36]1[C:40]2[CH:41]=[CH:42][CH:43]=[CH:44][C:39]=2[N:38]=[C:37]1[N:45]1[CH2:51][CH2:50][CH2:49][NH:48][CH2:47][CH2:46]1)[CH3:32].C(N(CC)C(C)C)(C)C.C(OCC)(=O)C. (2) Given the product [Br:11][C:12]1[CH:17]=[CH:16][CH:15]=[CH:14][C:13]=1[O:18][CH2:2][C:3]1[N:8]=[C:7]([C:9]#[N:10])[CH:6]=[CH:5][CH:4]=1, predict the reactants needed to synthesize it. The reactants are: Cl[CH2:2][C:3]1[N:8]=[C:7]([C:9]#[N:10])[CH:6]=[CH:5][CH:4]=1.[Br:11][C:12]1[CH:17]=[CH:16][CH:15]=[CH:14][C:13]=1[OH:18].C([O-])([O-])=O.[Cs+].[Cs+].C(#N)C. (3) Given the product [NH2:1][C:2]1[CH:3]=[C:4]([CH:9]=[CH:10][C:11]=1[CH3:12])[C:5]([NH:37][CH2:36][C:31]1[CH:32]=[CH:33][CH:34]=[CH:35][C:30]=1[N:27]1[CH2:26][CH2:25][N:24]([CH3:23])[CH2:29][CH2:28]1)=[O:7], predict the reactants needed to synthesize it. The reactants are: [NH2:1][C:2]1[CH:3]=[C:4]([CH:9]=[CH:10][C:11]=1[CH3:12])[C:5]([O:7]C)=O.N1CCCN2CCCN=C12.[CH3:23][N:24]1[CH2:29][CH2:28][N:27]([C:30]2[CH:35]=[CH:34][CH:33]=[CH:32][C:31]=2[CH2:36][NH2:37])[CH2:26][CH2:25]1.